Regression. Given a peptide amino acid sequence and an MHC pseudo amino acid sequence, predict their binding affinity value. This is MHC class II binding data. From a dataset of Peptide-MHC class II binding affinity with 134,281 pairs from IEDB. (1) The peptide sequence is PSVIPAARLFKAFIL. The MHC is DRB1_1101 with pseudo-sequence DRB1_1101. The binding affinity (normalized) is 0.686. (2) The peptide sequence is AFIVAATAANAAPAN. The MHC is DRB1_0901 with pseudo-sequence DRB1_0901. The binding affinity (normalized) is 0.663. (3) The peptide sequence is NRIMADGGSIQNTNL. The MHC is DRB1_0301 with pseudo-sequence DRB1_0301. The binding affinity (normalized) is 0.420. (4) The peptide sequence is TQAFSAHGSGREVID. The MHC is HLA-DQA10201-DQB10301 with pseudo-sequence HLA-DQA10201-DQB10301. The binding affinity (normalized) is 0.549. (5) The peptide sequence is VSLLSVLLSMQGAVD. The MHC is DRB1_0101 with pseudo-sequence DRB1_0101. The binding affinity (normalized) is 0.551. (6) The peptide sequence is DAFIAALTEALRVIA. The MHC is HLA-DQA10501-DQB10301 with pseudo-sequence HLA-DQA10501-DQB10301. The binding affinity (normalized) is 0.915. (7) The peptide sequence is TVWEQILNTWLVKPG. The MHC is DRB1_1302 with pseudo-sequence DRB1_1302. The binding affinity (normalized) is 0.159. (8) The peptide sequence is YTVFETALKKAITAM. The MHC is DRB1_0301 with pseudo-sequence DRB1_0301. The binding affinity (normalized) is 0.159.